Dataset: Full USPTO retrosynthesis dataset with 1.9M reactions from patents (1976-2016). Task: Predict the reactants needed to synthesize the given product. (1) Given the product [C:37]([O:36][C:35]([N:34]([O:33][C:31]([O:30][C:26]([CH3:29])([CH3:28])[CH3:27])=[O:32])[CH2:18][C:17]#[C:16][C:15]1[C:14]([C:20]([O:22][CH3:23])=[O:21])=[N:13][CH:12]=[C:11]2[N:7]([CH2:6][C:5]3[CH:4]=[CH:3][C:2]([F:1])=[CH:25][CH:24]=3)[CH:8]=[CH:9][C:10]=12)=[O:41])([CH3:40])([CH3:39])[CH3:38], predict the reactants needed to synthesize it. The reactants are: [F:1][C:2]1[CH:25]=[CH:24][C:5]([CH2:6][N:7]2[C:11]3=[CH:12][N:13]=[C:14]([C:20]([O:22][CH3:23])=[O:21])[C:15]([C:16]#[C:17][CH2:18]O)=[C:10]3[CH:9]=[CH:8]2)=[CH:4][CH:3]=1.[C:26]([O:30][C:31]([O:33][NH:34][C:35](=[O:41])[O:36][C:37]([CH3:40])([CH3:39])[CH3:38])=[O:32])([CH3:29])([CH3:28])[CH3:27].CC(OC(/N=N/C(OC(C)C)=O)=O)C.C1(P(C2C=CC=CC=2)C2C=CC=CC=2)C=CC=CC=1. (2) Given the product [OH:9][C:8]1[CH:10]=[CH:11][C:3](/[CH:2]=[CH:12]/[C:13](=[O:21])[CH2:14][CH2:15][CH2:16][CH2:17][CH2:18][CH2:19][CH3:20])=[CH:4][C:5]=1[O:6][CH3:7], predict the reactants needed to synthesize it. The reactants are: O=[CH:2][C:3]1[CH:11]=[CH:10][C:8]([OH:9])=[C:5]([O:6][CH3:7])[CH:4]=1.[CH3:12][C:13](=[O:21])[CH2:14][CH2:15][CH2:16][CH2:17][CH2:18][CH2:19][CH3:20].C(O)(=O)C.N1CCCCC1. (3) The reactants are: [NH:1]1[CH2:6][CH2:5][CH:4]([NH:7][C:8]2[O:9][C:10]3[CH:16]=[CH:15][C:14]([O:17][CH2:18][C:19]#[N:20])=[CH:13][C:11]=3[N:12]=2)[CH2:3][CH2:2]1.C(OC(N1CCC(NC2OC3C=CC(OCC#N)=CC=3N=2)CC1)=O)(C)(C)C.FC(F)(F)C(O)=O.[CH2:55]([O:57][C:58]1[CH:59]=[C:60]([CH:63]=[C:64]([O:67][CH2:68][CH3:69])[C:65]=1[F:66])[CH:61]=O)[CH3:56].C([BH3-])#N.[Na+].C(N(C(C)C)C(C)C)C. Given the product [CH2:55]([O:57][C:58]1[CH:59]=[C:60]([CH:63]=[C:64]([O:67][CH2:68][CH3:69])[C:65]=1[F:66])[CH2:61][N:1]1[CH2:2][CH2:3][CH:4]([NH:7][C:8]2[O:9][C:10]3[CH:16]=[CH:15][C:14]([O:17][CH2:18][C:19]#[N:20])=[CH:13][C:11]=3[N:12]=2)[CH2:5][CH2:6]1)[CH3:56], predict the reactants needed to synthesize it. (4) Given the product [CH3:22][N:21]([CH3:23])[CH2:20][C:19]([NH:18][C:5]1[C:4]2[C:8](=[CH:9][CH:10]=[C:2]([C:33]#[C:32][Si:34]([CH3:37])([CH3:36])[CH3:35])[CH:3]=2)[N:7]([C:11]([O:13][C:14]([CH3:17])([CH3:16])[CH3:15])=[O:12])[N:6]=1)=[O:24], predict the reactants needed to synthesize it. The reactants are: Br[C:2]1[CH:3]=[C:4]2[C:8](=[CH:9][CH:10]=1)[N:7]([C:11]([O:13][C:14]([CH3:17])([CH3:16])[CH3:15])=[O:12])[N:6]=[C:5]2[NH:18][C:19](=[O:24])[CH2:20][N:21]([CH3:23])[CH3:22].C(N(CC)CC)C.[C:32]([Si:34]([CH3:37])([CH3:36])[CH3:35])#[CH:33]. (5) Given the product [Br:1][C:2]1[CH:3]=[CH:4][C:5]([Cl:10])=[C:6]([CH2:8][NH:9][C:11](=[O:13])[CH3:12])[CH:7]=1, predict the reactants needed to synthesize it. The reactants are: [Br:1][C:2]1[CH:3]=[CH:4][C:5]([Cl:10])=[C:6]([CH2:8][NH2:9])[CH:7]=1.[C:11](OC(=O)C)(=[O:13])[CH3:12]. (6) Given the product [CH:12]([C:14]1[S:18][C:17]([C:2]2[CH:11]=[CH:10][C:5]([C:6]([O:8][CH3:9])=[O:7])=[CH:4][CH:3]=2)=[CH:16][CH:15]=1)=[O:13], predict the reactants needed to synthesize it. The reactants are: Br[C:2]1[CH:11]=[CH:10][C:5]([C:6]([O:8][CH3:9])=[O:7])=[CH:4][CH:3]=1.[CH:12]([C:14]1[S:18][C:17](B(O)O)=[CH:16][CH:15]=1)=[O:13]. (7) Given the product [CH3:1][O:2][C:3]([C:5]1[O:6][C:7]([S:12]([CH3:11])(=[O:14])=[O:13])=[CH:8][CH:9]=1)=[O:4], predict the reactants needed to synthesize it. The reactants are: [CH3:1][O:2][C:3]([C:5]1[O:6][C:7](Br)=[CH:8][CH:9]=1)=[O:4].[CH3:11][S:12]([O-:14])=[O:13].[Na+].